Dataset: Forward reaction prediction with 1.9M reactions from USPTO patents (1976-2016). Task: Predict the product of the given reaction. Given the reactants [NH2:1][CH2:2][CH2:3][CH2:4][S:5]([OH:8])(=[O:7])=[O:6].[OH-].[Na+].[C:11](Cl)(=[O:16])[C:12]([CH3:15])([CH3:14])[CH3:13], predict the reaction product. The product is: [C:11]([NH:1][CH2:2][CH2:3][CH2:4][S:5]([OH:8])(=[O:7])=[O:6])(=[O:16])[C:12]([CH3:15])([CH3:14])[CH3:13].